Dataset: Retrosynthesis with 50K atom-mapped reactions and 10 reaction types from USPTO. Task: Predict the reactants needed to synthesize the given product. (1) Given the product CN1CN(c2ccccc2Cl)C2(CCN(C(=O)c3cc(C(F)(F)F)cc(C(F)(F)F)c3)CC2)C1=O, predict the reactants needed to synthesize it. The reactants are: CI.O=C(c1cc(C(F)(F)F)cc(C(F)(F)F)c1)N1CCC2(CC1)C(=O)NCN2c1ccccc1Cl. (2) The reactants are: CCCCCCCI.O=C(OCc1ccccc1)C1CCNCC1. Given the product CCCCCCCN1CCC(C(=O)OCc2ccccc2)CC1, predict the reactants needed to synthesize it. (3) Given the product CCOC(=O)c1ccnc(N2CCN(C(=O)OC(C)(C)C)CC2)c1C, predict the reactants needed to synthesize it. The reactants are: CC(C)(C)OC(=O)N1CCNCC1.CCOC(=O)c1ccnc(Cl)c1C. (4) Given the product O=C(Nc1cccc(Cl)c1)c1nccnc1Nc1ccccc1, predict the reactants needed to synthesize it. The reactants are: COC(=O)c1nccnc1Nc1ccccc1.Nc1cccc(Cl)c1. (5) Given the product COc1cc2c(cc1N)C(=O)CCC2, predict the reactants needed to synthesize it. The reactants are: COc1cc2c(cc1[N+](=O)[O-])C(=O)CCC2. (6) Given the product C=CCOC(=O)c1ccc(C(=O)OCc2ccc3c(c2)C(C)(C)CCC3(C)C)cc1, predict the reactants needed to synthesize it. The reactants are: C=CCOC(=O)c1ccc(C(=O)O)cc1.CC1(C)CCC(C)(C)c2cc(CO)ccc21. (7) Given the product O=C(O)CN1CCC(CN[C@@H]2C[C@H]2c2ccccc2)CC1, predict the reactants needed to synthesize it. The reactants are: CC(C)(C)OC(=O)CN1CCC(CN[C@@H]2C[C@H]2c2ccccc2)CC1. (8) Given the product COC(=O)c1ccc(C(=O)CC(C)C)nc1, predict the reactants needed to synthesize it. The reactants are: COC(=O)c1ccc(C(O)CC(C)C)nc1.